This data is from Full USPTO retrosynthesis dataset with 1.9M reactions from patents (1976-2016). The task is: Predict the reactants needed to synthesize the given product. (1) Given the product [ClH:26].[NH2:7][C:8]([C:12]1[CH:13]=[CH:14][C:15]([F:18])=[CH:16][CH:17]=1)([CH3:11])[CH2:9][OH:10], predict the reactants needed to synthesize it. The reactants are: C(OC(=O)[NH:7][C:8]([C:12]1[CH:17]=[CH:16][C:15]([F:18])=[CH:14][CH:13]=1)([CH3:11])[CH2:9][OH:10])(C)(C)C.C(OC(=O)C)C.[ClH:26]. (2) Given the product [CH3:37][N:38]([CH:39]1[CH2:44][CH2:43][N:42]([CH3:45])[CH2:41][CH2:40]1)[C:16]([C:15]1[CH:14]=[C:13]2[C:9]([CH:10]=[N:11][N:12]2[CH2:19][CH:20]([CH3:22])[CH3:21])=[CH:8][C:7]=1[O:6][C:5]1[CH:4]=[CH:3][C:2]([F:1])=[CH:24][CH:23]=1)=[O:17], predict the reactants needed to synthesize it. The reactants are: [F:1][C:2]1[CH:24]=[CH:23][C:5]([O:6][C:7]2[CH:8]=[C:9]3[C:13](=[CH:14][C:15]=2[C:16](N)=[O:17])[N:12]([CH2:19][CH:20]([CH3:22])[CH3:21])[N:11]=[CH:10]3)=[CH:4][CH:3]=1.C(N1C=CN=C1)(N1C=CN=C1)=O.[CH3:37][NH:38][CH:39]1[CH2:44][CH2:43][N:42]([CH3:45])[CH2:41][CH2:40]1. (3) The reactants are: [O:1]1[C:5]2[CH:6]=[CH:7][CH:8]=[CH:9][C:4]=2[N:3]=[C:2]1[N:10]1[CH2:15][CH2:14][CH2:13][CH2:12][C@H:11]1[C:16]([NH:18][CH2:19][CH2:20][NH:21]C(=O)OCC1C=CC=CC=1)=[O:17]. Given the product [NH2:21][CH2:20][CH2:19][NH:18][C:16]([C@@H:11]1[CH2:12][CH2:13][CH2:14][CH2:15][N:10]1[C:2]1[O:1][C:5]2[CH:6]=[CH:7][CH:8]=[CH:9][C:4]=2[N:3]=1)=[O:17], predict the reactants needed to synthesize it. (4) Given the product [N+:1]([C:4]1[CH:9]=[C:8]([N+:46]([O-:48])=[O:47])[CH:7]=[CH:6][C:5]=1[O:10][C:11]1[CH:12]=[C:13]2[C:18](=[CH:19][CH:20]=1)[O:17][CH:16]([C:21]1[CH:26]=[CH:25][CH:24]=[CH:23][CH:22]=1)[CH2:15][CH2:14]2)([O-:3])=[O:2], predict the reactants needed to synthesize it. The reactants are: [N+:1]([C:4]1[CH:9]=[CH:8][CH:7]=[CH:6][C:5]=1[O:10][C:11]1[CH:12]=[C:13]2[C:18](=[CH:19][CH:20]=1)[O:17][CH:16]([C:21]1[CH:26]=[CH:25][CH:24]=[CH:23][CH:22]=1)[CH2:15][CH2:14]2)([O-:3])=[O:2].OC1C=C2C(=CC=1)OC(C1C=CC=CC=1)CC2.[OH-].[K+].[N+:46](C1C=C([N+]([O-])=O)C=CC=1Cl)([O-:48])=[O:47]. (5) Given the product [CH3:17][CH:16]([CH3:18])[CH2:15][N:3]1[C:4]2[C:13]3[CH:12]=[CH:11][CH:10]=[CH:9][C:8]=3[N:7]=[CH:6][C:5]=2[N:14]=[C:2]1[CH2:1][C:30](=[O:32])[CH3:31], predict the reactants needed to synthesize it. The reactants are: [CH3:1][C:2]1[N:3]([CH2:15][CH:16]([CH3:18])[CH3:17])[C:4]2[C:13]3[CH:12]=[CH:11][CH:10]=[CH:9][C:8]=3[N:7]=[CH:6][C:5]=2[N:14]=1.C([N-]C(C)C)(C)C.[Li+].CON(C)[C:30](=[O:32])[CH3:31]. (6) Given the product [CH2:15]([O:14][C:10]([CH:11]=[N:9][NH:8][C:5]1[N:4]=[N:3][C:2]([Cl:1])=[CH:7][CH:6]=1)=[O:13])[CH3:16], predict the reactants needed to synthesize it. The reactants are: [Cl:1][C:2]1[N:3]=[N:4][C:5]([NH:8][NH2:9])=[CH:6][CH:7]=1.[C:10]([O:14][CH2:15][CH3:16])(=[O:13])[CH:11]=O. (7) Given the product [C:25]([C:2]1[C:11]2[C:6](=[CH:7][C:8]([C:12]([O:14][CH3:15])=[O:13])=[CH:9][CH:10]=2)[C:5]([C:16]2[C:21]([F:22])=[CH:20][C:19]([F:23])=[CH:18][C:17]=2[F:24])=[N:4][CH:3]=1)#[N:26], predict the reactants needed to synthesize it. The reactants are: Br[C:2]1[C:11]2[C:6](=[CH:7][C:8]([C:12]([O:14][CH3:15])=[O:13])=[CH:9][CH:10]=2)[C:5]([C:16]2[C:21]([F:22])=[CH:20][C:19]([F:23])=[CH:18][C:17]=2[F:24])=[N:4][CH:3]=1.[CH3:25][N:26]1CCCC1=O.